From a dataset of NCI-60 drug combinations with 297,098 pairs across 59 cell lines. Regression. Given two drug SMILES strings and cell line genomic features, predict the synergy score measuring deviation from expected non-interaction effect. Drug 1: CC12CCC3C(C1CCC2O)C(CC4=C3C=CC(=C4)O)CCCCCCCCCS(=O)CCCC(C(F)(F)F)(F)F. Drug 2: C1CC(=O)NC(=O)C1N2C(=O)C3=CC=CC=C3C2=O. Cell line: NCI/ADR-RES. Synergy scores: CSS=-10.4, Synergy_ZIP=5.20, Synergy_Bliss=0.663, Synergy_Loewe=-8.51, Synergy_HSA=-7.80.